Task: Predict the reactants needed to synthesize the given product.. Dataset: Full USPTO retrosynthesis dataset with 1.9M reactions from patents (1976-2016) (1) The reactants are: [Br:1][C:2]1[CH:3]=[C:4]([CH:8]=[CH:9][CH:10]=1)[C:5]([OH:7])=O.[NH2:11][C@@H:12]([CH2:25][CH:26]1[CH2:31][CH2:30][CH2:29][CH2:28][CH2:27]1)[CH2:13][N:14]([CH3:24])[C:15](=[O:23])[O:16][CH2:17][CH2:18][Si:19]([CH3:22])([CH3:21])[CH3:20].C(Cl)CCl.CCN(C(C)C)C(C)C. Given the product [Br:1][C:2]1[CH:3]=[C:4]([CH:8]=[CH:9][CH:10]=1)[C:5]([NH:11][C@@H:12]([CH2:25][CH:26]1[CH2:27][CH2:28][CH2:29][CH2:30][CH2:31]1)[CH2:13][N:14]([CH3:24])[C:15](=[O:23])[O:16][CH2:17][CH2:18][Si:19]([CH3:21])([CH3:22])[CH3:20])=[O:7], predict the reactants needed to synthesize it. (2) The reactants are: [Br:1]Br.[N:3]1[NH:4][C:5](=[O:10])[NH:6][C:7](=[O:9])[CH:8]=1. Given the product [Br:1][C:8]1[C:7](=[O:9])[NH:6][C:5](=[O:10])[NH:4][N:3]=1, predict the reactants needed to synthesize it. (3) Given the product [NH2:1][C:2]1[C:11]2[C:6](=[C:7]([C:26]3[CH:27]=[C:22]([O:21][CH3:20])[CH:23]=[CH:24][C:25]=3[O:28][CH3:29])[C:8]([F:12])=[CH:9][CH:10]=2)[N:5]=[N:4][C:3]=1[C:14]([NH:16][CH2:17][CH2:18][CH3:19])=[O:15], predict the reactants needed to synthesize it. The reactants are: [NH2:1][C:2]1[C:11]2[C:6](=[C:7](I)[C:8]([F:12])=[CH:9][CH:10]=2)[N:5]=[N:4][C:3]=1[C:14]([NH:16][CH2:17][CH2:18][CH3:19])=[O:15].[CH3:20][O:21][C:22]1[CH:27]=[CH:26][C:25]([O:28][CH3:29])=[CH:24][C:23]=1B(O)O. (4) Given the product [C:16]([NH:15][CH2:14][CH2:13][N:6]1[CH:5]=[CH:4][C:3]2[C:8](=[CH:9][CH:10]=[CH:11][C:2]=2[NH:1][C:32](=[O:33])[CH2:31][CH:24]2[CH2:30][CH2:29][CH2:28][CH2:27][CH2:26][CH2:25]2)[C:7]1=[O:12])(=[O:18])[CH3:17], predict the reactants needed to synthesize it. The reactants are: [NH2:1][C:2]1[CH:11]=[CH:10][CH:9]=[C:8]2[C:3]=1[CH:4]=[CH:5][N:6]([CH2:13][CH2:14][NH:15][C:16](=[O:18])[CH3:17])[C:7]2=[O:12].CN(C)C=O.[CH:24]1([CH2:31][C:32](O)=[O:33])[CH2:30][CH2:29][CH2:28][CH2:27][CH2:26][CH2:25]1.F[P-](F)(F)(F)(F)F.C[N+](C)=C(N(C)C)ON1C2N=CC=CC=2N=N1.C(N(CC)C(C)C)(C)C.